Task: Regression. Given a peptide amino acid sequence and an MHC pseudo amino acid sequence, predict their binding affinity value. This is MHC class II binding data.. Dataset: Peptide-MHC class II binding affinity with 134,281 pairs from IEDB (1) The peptide sequence is MSIHGKGEWMTTEDM. The MHC is HLA-DQA10102-DQB10501 with pseudo-sequence HLA-DQA10102-DQB10501. The binding affinity (normalized) is 0.386. (2) The peptide sequence is TFHVEKGSNPNYLAL. The MHC is DRB3_0101 with pseudo-sequence DRB3_0101. The binding affinity (normalized) is 0.0752. (3) The peptide sequence is RMGERQLQKIERWFV. The MHC is HLA-DQA10201-DQB10301 with pseudo-sequence HLA-DQA10201-DQB10301. The binding affinity (normalized) is 0.274. (4) The peptide sequence is VEKSQLLNEFNNLYA. The MHC is DRB1_1101 with pseudo-sequence DRB1_1101. The binding affinity (normalized) is 0.678. (5) The peptide sequence is PEKPDSVTPMILKAQK. The MHC is HLA-DQA10301-DQB10302 with pseudo-sequence HLA-DQA10301-DQB10302. The binding affinity (normalized) is 0.400. (6) The peptide sequence is LLDKRQFEL. The MHC is HLA-DQA10103-DQB10603 with pseudo-sequence HLA-DQA10103-DQB10603. The binding affinity (normalized) is 0.